From a dataset of Reaction yield outcomes from USPTO patents with 853,638 reactions. Predict the reaction yield, written as a fraction of the theoretical maximum amount of product (1.0 means a 100% yield; for example, 0.34 means a 34% yield). The reactants are [CH:1]1([C:4]2[CH:9]=[CH:8][N:7]=[CH:6][C:5]=2[N:10]2[CH2:14][CH2:13][NH:12][C:11]2=[O:15])[CH2:3][CH2:2]1.[Cl:16][C:17]1[CH:22]=[C:21](Cl)[N:20]=[C:19]([CH3:24])[N:18]=1.CN[C@@H]1CCCC[C@H]1NC.P([O-])([O-])([O-])=O.[K+].[K+].[K+]. The product is [Cl:16][C:17]1[N:18]=[C:19]([CH3:24])[N:20]=[C:21]([N:12]2[CH2:13][CH2:14][N:10]([C:5]3[CH:6]=[N:7][CH:8]=[CH:9][C:4]=3[CH:1]3[CH2:3][CH2:2]3)[C:11]2=[O:15])[CH:22]=1. The catalyst is [Cu](I)I.O1CCOCC1. The yield is 0.150.